This data is from TCR-epitope binding with 47,182 pairs between 192 epitopes and 23,139 TCRs. The task is: Binary Classification. Given a T-cell receptor sequence (or CDR3 region) and an epitope sequence, predict whether binding occurs between them. The epitope is GTSGSPIVNR. The TCR CDR3 sequence is CASSNAGQRYQETQYF. Result: 0 (the TCR does not bind to the epitope).